This data is from Catalyst prediction with 721,799 reactions and 888 catalyst types from USPTO. The task is: Predict which catalyst facilitates the given reaction. Reactant: C1N=CN(C(N2C=NC=C2)=O)C=1.[F:13][C:14]1([F:21])[CH2:17][CH:16]([C:18]([OH:20])=O)[CH2:15]1.O/[N:23]=[C:24](/[C:26]1[CH:27]=[CH:28][C:29]([CH3:40])=[C:30]([NH:32][C:33](=[O:39])[O:34][C:35]([CH3:38])([CH3:37])[CH3:36])[CH:31]=1)\[NH2:25]. Product: [F:21][C:14]1([F:13])[CH2:15][CH:16]([C:18]2[O:20][N:23]=[C:24]([C:26]3[CH:27]=[CH:28][C:29]([CH3:40])=[C:30]([NH:32][C:33](=[O:39])[O:34][C:35]([CH3:36])([CH3:37])[CH3:38])[CH:31]=3)[N:25]=2)[CH2:17]1. The catalyst class is: 37.